From a dataset of Forward reaction prediction with 1.9M reactions from USPTO patents (1976-2016). Predict the product of the given reaction. The product is: [CH2:14]([NH:7][C:3]1[CH:2]=[C:1]([C:8]2[CH:9]=[CH:10][CH:11]=[CH:12][CH:13]=2)[CH:6]=[CH:5][CH:4]=1)[CH2:15][CH2:16][CH3:17]. Given the reactants [C:1]1([C:8]2[CH:13]=[CH:12][CH:11]=[CH:10][CH:9]=2)[CH:6]=[CH:5][CH:4]=[C:3]([NH2:7])[CH:2]=1.[CH:14](=O)[CH2:15][CH2:16][CH3:17], predict the reaction product.